This data is from Reaction yield outcomes from USPTO patents with 853,638 reactions. The task is: Predict the reaction yield, written as a fraction of the theoretical maximum amount of product (1.0 means a 100% yield; for example, 0.34 means a 34% yield). (1) The reactants are [Br:1][C:2]1[CH:3]=[CH:4][C:5]2[C:11]3[S:12][C:13]([C:15]([NH:17][C:18]4[CH:23]=[CH:22][CH:21]=[CH:20][C:19]=4[Cl:24])=O)=[CH:14][C:10]=3[CH2:9][CH2:8][O:7][C:6]=2[CH:25]=1.COC1C=CC(P2(SP(C3C=CC(OC)=CC=3)(=S)S2)=[S:35])=CC=1. The catalyst is O1CCOCC1. The product is [Br:1][C:2]1[CH:3]=[CH:4][C:5]2[C:11]3[S:12][C:13]([C:15](=[S:35])[NH:17][C:18]4[CH:23]=[CH:22][CH:21]=[CH:20][C:19]=4[Cl:24])=[CH:14][C:10]=3[CH2:9][CH2:8][O:7][C:6]=2[CH:25]=1. The yield is 0.910. (2) The reactants are [CH3:1][C:2]([CH3:26])([CH3:25])[C:3]([O:5][C:6]1[C:7]([C:18]([O:20][CH2:21][CH2:22][CH2:23][CH3:24])=[O:19])=[CH:8][CH:9]=[C:10]2[C:15]=1[N:14]=[C:13]([CH:16]=[O:17])[CH:12]=[CH:11]2)=[O:4].P([O-])(O)(O)=[O:28].[Na+].CC(=CC)C.Cl([O-])=O.[Na+]. The catalyst is ClCCl.C(O)(C)(C)C.O. The product is [CH3:1][C:2]([CH3:25])([CH3:26])[C:3]([O:5][C:6]1[C:7]([C:18]([O:20][CH2:21][CH2:22][CH2:23][CH3:24])=[O:19])=[CH:8][CH:9]=[C:10]2[C:15]=1[N:14]=[C:13]([C:16]([OH:28])=[O:17])[CH:12]=[CH:11]2)=[O:4]. The yield is 0.640. (3) The product is [CH3:16][S:17][C:2]1[N:7]=[C:6]([C:8]2[CH:9]=[N:10][CH:11]=[CH:12][CH:13]=2)[C:5]([OH:14])=[CH:4][CH:3]=1. The reactants are F[C:2]1[N:7]=[C:6]([C:8]2[CH:9]=[N:10][CH:11]=[CH:12][CH:13]=2)[C:5]([O:14]C)=[CH:4][CH:3]=1.[CH3:16][S-:17].[Na+]. The yield is 0.450. The catalyst is CN(C)C=O. (4) The reactants are [F:1][C:2]([F:15])([F:14])[O:3][C:4]1[CH:5]=[C:6]([CH:11]=[CH:12][CH:13]=1)[O:7][CH2:8][CH2:9][OH:10].[H-].[Na+].Br[C:19]1[N:27]([CH2:28][C:29]2[CH:34]=[CH:33][C:32]([Cl:35])=[CH:31][CH:30]=2)[C:26]2[C:25](=[O:36])[N:24]([CH3:37])[C:23](=[O:38])[N:22]([CH3:39])[C:21]=2[N:20]=1. The catalyst is C1COCC1. The product is [Cl:35][C:32]1[CH:33]=[CH:34][C:29]([CH2:28][N:27]2[C:26]3[C:25](=[O:36])[N:24]([CH3:37])[C:23](=[O:38])[N:22]([CH3:39])[C:21]=3[N:20]=[C:19]2[O:10][CH2:9][CH2:8][O:7][C:6]2[CH:11]=[CH:12][CH:13]=[C:4]([O:3][C:2]([F:14])([F:15])[F:1])[CH:5]=2)=[CH:30][CH:31]=1. The yield is 0.267.